This data is from Peptide-MHC class II binding affinity with 134,281 pairs from IEDB. The task is: Regression. Given a peptide amino acid sequence and an MHC pseudo amino acid sequence, predict their binding affinity value. This is MHC class II binding data. (1) The peptide sequence is KISGEWYSIFLASDVK. The MHC is HLA-DQA10501-DQB10301 with pseudo-sequence HLA-DQA10501-DQB10301. The binding affinity (normalized) is 0.524. (2) The peptide sequence is RAKDPPAGTRKIMKV. The MHC is HLA-DQA10501-DQB10402 with pseudo-sequence HLA-DQA10501-DQB10402. The binding affinity (normalized) is 0.261. (3) The peptide sequence is MIIPKSLAGPISQHN. The MHC is DRB1_0405 with pseudo-sequence DRB1_0405. The binding affinity (normalized) is 0.155. (4) The peptide sequence is DKELYPLASLRSLFG. The MHC is HLA-DQA10103-DQB10603 with pseudo-sequence HLA-DQA10103-DQB10603. The binding affinity (normalized) is 0.672. (5) The peptide sequence is FEFNKKAIETLNDNT. The MHC is DRB1_0701 with pseudo-sequence DRB1_0701. The binding affinity (normalized) is 0.217. (6) The binding affinity (normalized) is 0.705. The MHC is DRB1_1101 with pseudo-sequence DRB1_1101. The peptide sequence is EFIPMKSSWGAIWRI.